From a dataset of Forward reaction prediction with 1.9M reactions from USPTO patents (1976-2016). Predict the product of the given reaction. (1) Given the reactants O1CCCO[CH:2]1[CH2:7][CH2:8][C:9]1[N:14]=[CH:13][C:12]([CH2:15][N:16]2[C:24]([O:25]C)=[N:23][C:22]3[C:17]2=[N:18][C:19]([O:28][CH2:29][CH2:30][O:31][CH3:32])=[N:20][C:21]=3[NH2:27])=[CH:11][CH:10]=1.Cl.N.[BH4-].C(O)(=O)C.C(O)(=O)C.C(O)(=O)C.[Na+].[NH:49]1[CH2:54][CH2:53][O:52][CH2:51][CH2:50]1.C(=O)([O-])O.[Na+], predict the reaction product. The product is: [NH2:27][C:21]1[N:20]=[C:19]([O:28][CH2:29][CH2:30][O:31][CH3:32])[N:18]=[C:17]2[C:22]=1[NH:23][C:24](=[O:25])[N:16]2[CH2:15][C:12]1[CH:13]=[N:14][C:9]([CH2:8][CH2:7][CH2:2][N:49]2[CH2:54][CH2:53][O:52][CH2:51][CH2:50]2)=[CH:10][CH:11]=1. (2) Given the reactants [Al+3].[Cl-].[Cl-].[Cl-].[C:5]1(=[O:11])[O:10][C:8](=[O:9])[CH2:7][CH2:6]1.[Br:12][C:13]1[CH:18]=[CH:17][CH:16]=[CH:15][CH:14]=1.Cl, predict the reaction product. The product is: [Br:12][C:13]1[CH:18]=[CH:17][C:16]([C:5](=[O:11])[CH2:6][CH2:7][C:8]([OH:10])=[O:9])=[CH:15][CH:14]=1. (3) Given the reactants [CH3:1][O:2][C:3]([C:5]1[CH:10]=[CH:9][C:8]([C:11]([O:13]C)=[O:12])=[CH:7][C:6]=1[Cl:15])=[O:4].CO.O.[OH-].[Li+].Cl, predict the reaction product. The product is: [Cl:15][C:6]1[CH:7]=[C:8]([CH:9]=[CH:10][C:5]=1[C:3]([O:2][CH3:1])=[O:4])[C:11]([OH:13])=[O:12]. (4) Given the reactants [CH3:1][C:2]1[N:3]([CH:18]([CH:20](OS(C2C=CC(C)=CC=2)(=O)=O)[CH3:21])[CH3:19])[C:4]2[C:9]([C:10]=1[C:11]([O:13][C:14]([CH3:17])([CH3:16])[CH3:15])=[O:12])=[CH:8][CH:7]=[CH:6][CH:5]=2.[CH3:33][S-:34].[Na+], predict the reaction product. The product is: [CH3:1][C:2]1[N:3]([CH:18]([CH:20]([S:34][CH3:33])[CH3:21])[CH3:19])[C:4]2[C:9]([C:10]=1[C:11]([O:13][C:14]([CH3:17])([CH3:16])[CH3:15])=[O:12])=[CH:8][CH:7]=[CH:6][CH:5]=2. (5) Given the reactants [CH:1]1([CH2:4][N:5]2[C:9]3[CH:10]=[CH:11][C:12]([S:14]([Cl:17])(=[O:16])=[O:15])=[CH:13][C:8]=3[N:7]=[C:6]2[CH2:18][C:19]2[CH:24]=[CH:23][C:22]([O:25][CH2:26][CH3:27])=[CH:21][CH:20]=2)[CH2:3][CH2:2]1.[CH3:28][N:29]1[CH2:34][CH2:33][NH:32][CH2:31][CH2:30]1, predict the reaction product. The product is: [CH:1]1([CH2:4][N:5]2[C:9]3[CH:10]=[CH:11][C:12]([S:14]([N:32]4[CH2:33][CH2:34][N:29]([CH3:28])[CH2:30][CH2:31]4)(=[O:16])=[O:15])=[CH:13][C:8]=3[N:7]=[C:6]2[CH2:18][C:19]2[CH:24]=[CH:23][C:22]([O:25][CH2:26][CH3:27])=[CH:21][CH:20]=2)[CH2:3][CH2:2]1.[ClH:17].